From a dataset of Peptide-MHC class I binding affinity with 185,985 pairs from IEDB/IMGT. Regression. Given a peptide amino acid sequence and an MHC pseudo amino acid sequence, predict their binding affinity value. This is MHC class I binding data. (1) The peptide sequence is RSFEIINVL. The MHC is Mamu-A01 with pseudo-sequence Mamu-A01. The binding affinity (normalized) is 0.334. (2) The peptide sequence is RWMCLRRFII. The MHC is HLA-A02:02 with pseudo-sequence HLA-A02:02. The binding affinity (normalized) is 0.148. (3) The peptide sequence is WLGHPFTPV. The MHC is HLA-B27:03 with pseudo-sequence HLA-B27:03. The binding affinity (normalized) is 0.0847. (4) The peptide sequence is ILKDPRIASI. The MHC is HLA-A02:02 with pseudo-sequence HLA-A02:02. The binding affinity (normalized) is 0.255.